From a dataset of Catalyst prediction with 721,799 reactions and 888 catalyst types from USPTO. Predict which catalyst facilitates the given reaction. (1) Reactant: [F:1][C:2]([F:19])([F:18])[CH2:3][CH2:4][NH:5][CH2:6][C:7]1[CH:12]=[CH:11][C:10]([F:13])=[CH:9][C:8]=1[C:14]([F:17])([F:16])[F:15].[Li+].C[Si]([N-][Si](C)(C)C)(C)C.[Br:30][C:31]1[CH:36]=[CH:35][C:34](F)=[C:33]([N+:38]([O-:40])=[O:39])[CH:32]=1. Product: [Br:30][C:31]1[CH:36]=[CH:35][C:34]([N:5]([CH2:6][C:7]2[CH:12]=[CH:11][C:10]([F:13])=[CH:9][C:8]=2[C:14]([F:16])([F:15])[F:17])[CH2:4][CH2:3][C:2]([F:1])([F:18])[F:19])=[C:33]([N+:38]([O-:40])=[O:39])[CH:32]=1. The catalyst class is: 7. (2) Reactant: [F:1][CH2:2][C:3]1([CH2:20][F:21])[CH:8]=[C:7]([C:9](O)=[O:10])[C:6]2[CH:12]=[C:13]([C:16]([F:19])([F:18])[F:17])[CH:14]=[CH:15][C:5]=2[O:4]1.[C:22]([CH2:24][CH2:25][NH2:26])#[N:23].C(=O)([O-])[O-].[K+].[K+]. Product: [C:22]([CH2:24][CH2:25][NH:26][C:9]([C:7]1[C:6]2[CH:12]=[C:13]([C:16]([F:19])([F:18])[F:17])[CH:14]=[CH:15][C:5]=2[O:4][C:3]([CH2:2][F:1])([CH2:20][F:21])[CH:8]=1)=[O:10])#[N:23]. The catalyst class is: 7. (3) Reactant: [CH2:1]([O:3][C:4]1[C:5]2[CH:16]=[CH:15][CH:14]=[CH:13][C:6]=2[S:7][C:8]=1[C:9]([O:11]C)=[O:10])[CH3:2].O.[OH-].[Li+].O. Product: [CH2:1]([O:3][C:4]1[C:5]2[CH:16]=[CH:15][CH:14]=[CH:13][C:6]=2[S:7][C:8]=1[C:9]([OH:11])=[O:10])[CH3:2]. The catalyst class is: 5.